From a dataset of Forward reaction prediction with 1.9M reactions from USPTO patents (1976-2016). Predict the product of the given reaction. (1) Given the reactants Br[CH2:2][CH2:3][CH2:4][C:5]([CH3:14])([C:8]1[CH:13]=[CH:12][CH:11]=[CH:10][CH:9]=1)[CH2:6][OH:7].[C:15]1(=[O:25])[NH:19][C:18](=[O:20])[C:17]2=[CH:21][CH:22]=[CH:23][CH:24]=[C:16]12.[K], predict the reaction product. The product is: [CH3:14][C:5]([C:8]1[CH:13]=[CH:12][CH:11]=[CH:10][CH:9]=1)([CH2:4][CH2:3][CH2:2][N:19]1[C:18](=[O:20])[C:17]2=[CH:21][CH:22]=[CH:23][CH:24]=[C:16]2[C:15]1=[O:25])[CH2:6][OH:7]. (2) Given the reactants C(OC(N1CCCC1C1NC(C2C=CC(C3C=CC(C4NC(C5CCN(C(OC(C)(C)C)=O)C5)=NC=4)=CC=3)=CC=2)=CN=1)=O)(C)(C)C.[CH3:47][O:48][C:49](=[O:84])[NH:50][CH:51]([C:55]([N:57]1[CH:62]([C:63]2[NH:64][C:65]([C:68]3[CH:73]=[CH:72][C:71](B4OC(C)(C)C(C)(C)O4)=[CH:70][CH:69]=3)=[CH:66][N:67]=2)[CH:61]2[CH2:83][CH:58]1[CH2:59][CH2:60]2)=[O:56])[CH:52]([CH3:54])[CH3:53].[CH3:85][O:86][C:87](=[O:114])[NH:88][CH:89]([C:93]([N:95]1[CH:100]([C:101]2[NH:102][C:103]([C:106]3[CH:111]=[CH:110][C:109](Br)=[CH:108][CH:107]=3)=[CH:104][N:105]=2)[CH:99]2[CH2:113][CH:96]1[CH2:97][CH2:98]2)=[O:94])[CH:90]([CH3:92])[CH3:91].C(OC(N1CCCC1C1NC(C2C=CC(B3OC(C)(C)C(C)(C)O3)=CC=2)=CN=1)=O)(C)(C)C.C(OC(N1CCC(C2NC(C3C=CC(Br)=CC=3)=CN=2)C1)=O)(C)(C)C, predict the reaction product. The product is: [CH3:85][O:86][C:87](=[O:114])[NH:88][CH:89]([C:93]([N:95]1[CH:100]([C:101]2[NH:102][C:103]([C:106]3[CH:107]=[CH:108][C:109]([C:71]4[CH:72]=[CH:73][C:68]([C:65]5[NH:64][C:63]([CH:62]6[CH:61]7[CH2:60][CH:59]([CH2:58][CH2:83]7)[N:57]6[C:55](=[O:56])[CH:51]([NH:50][C:49]([O:48][CH3:47])=[O:84])[CH:52]([CH3:53])[CH3:54])=[N:67][CH:66]=5)=[CH:69][CH:70]=4)=[CH:110][CH:111]=3)=[CH:104][N:105]=2)[CH:99]2[CH2:113][CH:96]1[CH2:97][CH2:98]2)=[O:94])[CH:90]([CH3:92])[CH3:91]. (3) Given the reactants [Cl:1][C:2]1[C:7]([NH2:8])=[CH:6][C:5]([C:9]2[C:10]([CH3:15])=[N:11][O:12][C:13]=2[CH3:14])=[CH:4][N:3]=1.[CH3:16][O:17][C:18]([C:20]1[CH:21]=[C:22](B(O)O)[CH:23]=[CH:24][CH:25]=1)=[O:19].O=O.[OH-].[NH4+], predict the reaction product. The product is: [Cl:1][C:2]1[C:7]([NH:8][C:24]2[CH:25]=[C:20]([CH:21]=[CH:22][CH:23]=2)[C:18]([O:17][CH3:16])=[O:19])=[CH:6][C:5]([C:9]2[C:10]([CH3:15])=[N:11][O:12][C:13]=2[CH3:14])=[CH:4][N:3]=1.